From a dataset of Reaction yield outcomes from USPTO patents with 853,638 reactions. Predict the reaction yield, written as a fraction of the theoretical maximum amount of product (1.0 means a 100% yield; for example, 0.34 means a 34% yield). (1) The yield is 0.340. The catalyst is O1CCOCC1.Cl[Pd](Cl)([P](C1C=CC=CC=1)(C1C=CC=CC=1)C1C=CC=CC=1)[P](C1C=CC=CC=1)(C1C=CC=CC=1)C1C=CC=CC=1. The reactants are [Cl:1][C:2]1[CH:3]=[C:4](B(O)O)[CH:5]=[N:6][CH:7]=1.FC(F)(F)S(O[C:17]1[C@@:21]2([CH3:39])[CH2:22][CH2:23][C@H:24]3[C@H:33]([C@@H:20]2[CH2:19][CH:18]=1)[CH2:32][CH:31]=[C:30]1[C@:25]3([CH3:38])[CH2:26][CH2:27][C:28](=[O:37])[N:29]1[CH2:34][CH2:35][CH3:36])(=O)=O. The product is [Cl:1][C:2]1[CH:3]=[C:4]([C:17]2[C@@:21]3([CH3:39])[CH2:22][CH2:23][C@H:24]4[C@H:33]([C@@H:20]3[CH2:19][CH:18]=2)[CH2:32][CH:31]=[C:30]2[C@:25]4([CH3:38])[CH2:26][CH2:27][C:28](=[O:37])[N:29]2[CH2:34][CH2:35][CH3:36])[CH:5]=[N:6][CH:7]=1. (2) The yield is 0.660. The product is [CH2:13]([O:12][C:6](=[O:11])[CH:7]([C:8](=[O:9])[CH3:10])[CH:31]([CH3:32])[C:30]([C:26]1[CH:25]=[C:24]([F:35])[C:23]([O:22][CH2:15][C:16]2[CH:21]=[CH:20][CH:19]=[CH:18][CH:17]=2)=[C:28]([F:29])[CH:27]=1)=[O:34])[CH3:14]. The reactants are [O-]CC.[Na+].[Na].[C:6]([O:12][CH2:13][CH3:14])(=[O:11])[CH2:7][C:8]([CH3:10])=[O:9].[CH2:15]([O:22][C:23]1[C:28]([F:29])=[CH:27][C:26]([C:30](=[O:34])[CH:31](Br)[CH3:32])=[CH:25][C:24]=1[F:35])[C:16]1[CH:21]=[CH:20][CH:19]=[CH:18][CH:17]=1. The catalyst is C(O)C.C1(C)C=CC=CC=1. (3) The reactants are [CH3:13][C:12]([O:11][C:9](O[C:9]([O:11][C:12]([CH3:15])([CH3:14])[CH3:13])=[O:10])=[O:10])([CH3:15])[CH3:14].[Br:16][C:17]1[CH:18]=[C:19]2[C:23](=[CH:24][CH:25]=1)[NH:22][CH:21]=[CH:20]2.CCN(CC)CC. The catalyst is ClCCl. The product is [Br:16][C:17]1[CH:18]=[C:19]2[C:23](=[CH:24][CH:25]=1)[N:22]([C:9]([O:11][C:12]([CH3:13])([CH3:14])[CH3:15])=[O:10])[CH:21]=[CH:20]2. The yield is 0.230. (4) The reactants are [C:1]1([C:7]([C:17]2[CH:22]=[CH:21][CH:20]=[CH:19][CH:18]=2)=[CH:8][C:9]2[CH:14]=[C:13]([Br:15])[CH:12]=[C:11](Br)[CH:10]=2)[CH:6]=[CH:5][CH:4]=[CH:3][CH:2]=1.[C:23]1(B(O)O)[C:32]2[C:27](=[CH:28][CH:29]=[CH:30][CH:31]=2)[CH:26]=[CH:25][CH:24]=1.C(=O)([O-])[O-].[Na+].[Na+]. The catalyst is C1C=CC([P]([Pd]([P](C2C=CC=CC=2)(C2C=CC=CC=2)C2C=CC=CC=2)([P](C2C=CC=CC=2)(C2C=CC=CC=2)C2C=CC=CC=2)[P](C2C=CC=CC=2)(C2C=CC=CC=2)C2C=CC=CC=2)(C2C=CC=CC=2)C2C=CC=CC=2)=CC=1.C1(C)C=CC=CC=1. The product is [C:1]1([C:7]([C:17]2[CH:22]=[CH:21][CH:20]=[CH:19][CH:18]=2)=[CH:8][C:9]2[CH:14]=[C:13]([Br:15])[CH:12]=[C:11]([C:23]3[C:32]4[C:27](=[CH:28][CH:29]=[CH:30][CH:31]=4)[CH:26]=[CH:25][CH:24]=3)[CH:10]=2)[CH:2]=[CH:3][CH:4]=[CH:5][CH:6]=1. The yield is 0.600. (5) The reactants are [CH3:1]I.[F:3][C:4]1[CH:5]=[C:6]([C:11]2[N:12]([CH3:17])[C:13](=[S:16])[NH:14][N:15]=2)[CH:7]=[C:8]([F:10])[CH:9]=1.[OH-].[Na+]. The catalyst is CC(C)=O.O. The product is [F:10][C:8]1[CH:7]=[C:6]([C:11]2[N:12]([CH3:17])[C:13]([S:16][CH3:1])=[N:14][N:15]=2)[CH:5]=[C:4]([F:3])[CH:9]=1. The yield is 0.930. (6) The catalyst is CN(C)C=O. The yield is 0.960. The reactants are CS(O[CH2:6][CH2:7][NH:8][C:9]1[C:13]([C:14]2[N:18]([C:19]3[CH:24]=[CH:23][CH:22]=[C:21]([C:25]([F:28])([F:27])[F:26])[CH:20]=3)[C:17](=[O:29])[O:16][N:15]=2)=[N:12][O:11][N:10]=1)(=O)=O.[N-:30]=[N+:31]=[N-:32].[Na+].O. The product is [N:30]([CH2:6][CH2:7][NH:8][C:9]1[C:13]([C:14]2[N:18]([C:19]3[CH:24]=[CH:23][CH:22]=[C:21]([C:25]([F:28])([F:27])[F:26])[CH:20]=3)[C:17](=[O:29])[O:16][N:15]=2)=[N:12][O:11][N:10]=1)=[N+:31]=[N-:32]. (7) The reactants are [CH:1]1([C:7](=[O:18])[CH:8]([C:12]2[CH:17]=[CH:16][CH:15]=[CH:14][CH:13]=2)[CH2:9][CH:10]=O)[CH2:6][CH2:5][CH2:4][CH2:3][CH2:2]1.[CH3:19][O:20][C:21]1[CH:26]=[CH:25][CH:24]=[CH:23][C:22]=1[N:27]1[CH2:32][CH2:31][NH:30][CH2:29][CH2:28]1.C(O[BH-](OC(=O)C)OC(=O)C)(=O)C.[Na+].C(O)(=O)C. The catalyst is ClCCl. The product is [CH:1]1([C:7](=[O:18])[CH:8]([C:12]2[CH:17]=[CH:16][CH:15]=[CH:14][CH:13]=2)[CH2:9][CH2:10][N:30]2[CH2:29][CH2:28][N:27]([C:22]3[CH:23]=[CH:24][CH:25]=[CH:26][C:21]=3[O:20][CH3:19])[CH2:32][CH2:31]2)[CH2:6][CH2:5][CH2:4][CH2:3][CH2:2]1. The yield is 0.990. (8) The reactants are Cl[CH2:2][C:3]1[N:4]=[C:5]2[C:10]([NH:11][CH2:12][C:13]3[C:18]([CH3:19])=[CH:17][CH:16]=[CH:15][C:14]=3[CH3:20])=[CH:9][CH:8]=[CH:7][N:6]2[C:21]=1[CH3:22].[CH3:23][S-:24].[Na+]. The catalyst is C(#N)C. The product is [CH3:20][C:14]1[CH:15]=[CH:16][CH:17]=[C:18]([CH3:19])[C:13]=1[CH2:12][NH:11][C:10]1[C:5]2[N:6]([C:21]([CH3:22])=[C:3]([CH2:2][S:24][CH3:23])[N:4]=2)[CH:7]=[CH:8][CH:9]=1. The yield is 0.240. (9) The reactants are [Si]([O:8][C@H:9]([CH3:39])[C@H:10]([C:22]1[O:26][C:25]([C:27]2[CH:32]=[CH:31][C:30]([NH:33][C:34](=[O:38])[CH2:35][CH2:36][CH3:37])=[CH:29][CH:28]=2)=[N:24][N:23]=1)[NH:11][C:12]1[CH:17]=[CH:16][C:15]([C:18]#[N:19])=[C:14]([Cl:20])[C:13]=1[CH3:21])(C(C)(C)C)(C)C.CCCC[N+](CCCC)(CCCC)CCCC.[F-]. The catalyst is C1COCC1. The product is [Cl:20][C:14]1[C:13]([CH3:21])=[C:12]([NH:11][C@@H:10]([C:22]2[O:26][C:25]([C:27]3[CH:28]=[CH:29][C:30]([NH:33][C:34](=[O:38])[CH2:35][CH2:36][CH3:37])=[CH:31][CH:32]=3)=[N:24][N:23]=2)[C@H:9]([OH:8])[CH3:39])[CH:17]=[CH:16][C:15]=1[C:18]#[N:19]. The yield is 0.970.